From a dataset of Full USPTO retrosynthesis dataset with 1.9M reactions from patents (1976-2016). Predict the reactants needed to synthesize the given product. (1) Given the product [Cl:19][C:20]1[CH:25]=[CH:24][CH:23]=[CH:22][C:21]=1[N:26]1[CH2:31][CH2:30][N:29]([C:9]([C:8]2[CH:12]=[C:13]([N+:16]([O-:18])=[O:17])[CH:14]=[CH:15][C:7]=2[N:1]2[CH2:6][CH2:5][O:4][CH2:3][CH2:2]2)=[O:10])[CH2:28][CH2:27]1, predict the reactants needed to synthesize it. The reactants are: [N:1]1([C:7]2[CH:15]=[CH:14][C:13]([N+:16]([O-:18])=[O:17])=[CH:12][C:8]=2[C:9](Cl)=[O:10])[CH2:6][CH2:5][O:4][CH2:3][CH2:2]1.[Cl:19][C:20]1[CH:25]=[CH:24][CH:23]=[CH:22][C:21]=1[N:26]1[CH2:31][CH2:30][NH:29][CH2:28][CH2:27]1.CCN(CC)CC. (2) Given the product [NH2:42][C:41]1[C:36]2[C:35](=[CH:40][CH:39]=[CH:38][CH:37]=2)[NH:34][C:14](=[O:33])[C:15]=1[C:16]1[NH:32][C:19]2=[N:20][C:21]([N:24]3[CH2:28][CH2:27][CH:26]([N:29]([CH3:30])[CH3:31])[CH2:25]3)=[CH:22][CH:23]=[C:18]2[N:17]=1, predict the reactants needed to synthesize it. The reactants are: [Li+].C[Si]([N-][Si](C)(C)C)(C)C.C(O[C:14](=[O:33])[CH2:15][C:16]1[NH:32][C:19]2=[N:20][C:21]([N:24]3[CH2:28][CH2:27][CH:26]([N:29]([CH3:31])[CH3:30])[CH2:25]3)=[CH:22][CH:23]=[C:18]2[N:17]=1)C.[NH2:34][C:35]1[CH:40]=[CH:39][CH:38]=[CH:37][C:36]=1[C:41]#[N:42]. (3) Given the product [Cl:62][C:59]1[CH:58]=[CH:57][C:56]([C:49]2[CH2:50][C:51]([CH3:55])([CH3:54])[CH2:52][CH2:53][C:48]=2[CH2:47][N:44]2[CH2:45][CH2:46][N:41]([C:39]3[CH:38]=[CH:37][C:13]([C:14]([NH:16][S:17]([C:20]4[CH:25]=[CH:24][C:23]([NH:26][CH2:27][CH:28]5[CH2:29][CH2:30][O:31][CH2:32][CH2:33]5)=[C:22]([N+:34]([O-:36])=[O:35])[CH:21]=4)(=[O:18])=[O:19])=[O:15])=[C:12]([O:11][C:8]4[CH:9]=[C:10]5[C:5](=[CH:6][CH:7]=4)[NH:4][C:3](=[O:65])[CH2:2]5)[CH:40]=3)[CH2:42][CH2:43]2)=[CH:61][CH:60]=1, predict the reactants needed to synthesize it. The reactants are: Cl[C:2]1[C:10]2[C:5](=[CH:6][CH:7]=[C:8]([O:11][C:12]3[CH:40]=[C:39]([N:41]4[CH2:46][CH2:45][N:44]([CH2:47][C:48]5[CH2:53][CH2:52][C:51]([CH3:55])([CH3:54])[CH2:50][C:49]=5[C:56]5[CH:61]=[CH:60][C:59]([Cl:62])=[CH:58][CH:57]=5)[CH2:43][CH2:42]4)[CH:38]=[CH:37][C:13]=3[C:14]([NH:16][S:17]([C:20]3[CH:25]=[CH:24][C:23]([NH:26][CH2:27][CH:28]4[CH2:33][CH2:32][O:31][CH2:30][CH2:29]4)=[C:22]([N+:34]([O-:36])=[O:35])[CH:21]=3)(=[O:19])=[O:18])=[O:15])[CH:9]=2)[NH:4][CH:3]=1.C([OH:65])C. (4) Given the product [CH3:8][O:9][C:10](=[O:37])[C@H:11]([CH2:23][C:24]1[CH:29]=[CH:28][C:27]([C:30]2[CH:35]=[CH:34][CH:33]=[CH:32][C:31]=2[NH:36][S:46]([CH3:45])(=[O:48])=[O:47])=[CH:26][CH:25]=1)[NH:12][C:13](=[O:22])[C:14]1[C:15]([Cl:21])=[CH:16][CH:17]=[CH:18][C:19]=1[Cl:20], predict the reactants needed to synthesize it. The reactants are: OC(C(F)(F)F)=O.[CH3:8][O:9][C:10](=[O:37])[C@H:11]([CH2:23][C:24]1[CH:29]=[CH:28][C:27]([C:30]2[CH:35]=[CH:34][CH:33]=[CH:32][C:31]=2[NH2:36])=[CH:26][CH:25]=1)[NH:12][C:13](=[O:22])[C:14]1[C:19]([Cl:20])=[CH:18][CH:17]=[CH:16][C:15]=1[Cl:21].CCN(CC)CC.[CH3:45][S:46](Cl)(=[O:48])=[O:47]. (5) Given the product [Cl:1][C:2]1[CH:26]=[CH:25][C:5]([O:6][CH2:7][C:8]2[N:20]([CH2:21][CH:22]([CH3:24])[CH3:23])[C:12]3[CH:13]=[C:14]([O:17][CH2:18][CH3:19])[CH:15]=[CH:16][C:11]=3[N:10]=2)=[CH:4][CH:3]=1, predict the reactants needed to synthesize it. The reactants are: [Cl:1][C:2]1[CH:26]=[CH:25][C:5]([O:6][CH2:7][C:8]([NH:10][C:11]2[CH:16]=[CH:15][C:14]([O:17][CH2:18][CH3:19])=[CH:13][C:12]=2[NH:20][CH2:21][CH:22]([CH3:24])[CH3:23])=O)=[CH:4][CH:3]=1.